This data is from Reaction yield outcomes from USPTO patents with 853,638 reactions. The task is: Predict the reaction yield, written as a fraction of the theoretical maximum amount of product (1.0 means a 100% yield; for example, 0.34 means a 34% yield). The reactants are [Br:1][C:2]1[CH:3]=[C:4]2[C:9](Cl)=[C:8]([C:11]([NH2:13])=[O:12])[CH:7]=[N:6][N:5]2[CH:14]=1.Cl.[NH2:16][CH2:17][C:18]1([CH2:21][OH:22])[CH2:20][CH2:19]1.CCN(C(C)C)C(C)C. The catalyst is CN1C(=O)CCC1. The product is [Br:1][C:2]1[CH:3]=[C:4]2[C:9]([NH:16][CH2:17][C:18]3([CH2:21][OH:22])[CH2:20][CH2:19]3)=[C:8]([C:11]([NH2:13])=[O:12])[CH:7]=[N:6][N:5]2[CH:14]=1. The yield is 0.740.